This data is from NCI-60 drug combinations with 297,098 pairs across 59 cell lines. The task is: Regression. Given two drug SMILES strings and cell line genomic features, predict the synergy score measuring deviation from expected non-interaction effect. Drug 1: C1CC(=O)NC(=O)C1N2CC3=C(C2=O)C=CC=C3N. Drug 2: CC1CCC2CC(C(=CC=CC=CC(CC(C(=O)C(C(C(=CC(C(=O)CC(OC(=O)C3CCCCN3C(=O)C(=O)C1(O2)O)C(C)CC4CCC(C(C4)OC)O)C)C)O)OC)C)C)C)OC. Cell line: SNB-19. Synergy scores: CSS=13.3, Synergy_ZIP=-6.68, Synergy_Bliss=-5.18, Synergy_Loewe=-13.5, Synergy_HSA=-1.87.